The task is: Predict the product of the given reaction.. This data is from Forward reaction prediction with 1.9M reactions from USPTO patents (1976-2016). (1) Given the reactants [CH3:1][C:2](=[O:7])[CH2:3][C:4](=[O:6])[CH3:5].Br[CH2:9][C:10]([O:12][CH2:13][CH3:14])=[O:11].C(=O)([O-])[O-].[K+].[K+].C(=O)([O-])[O-].[Cs+].[Cs+], predict the reaction product. The product is: [C:4]([CH:3]([C:2](=[O:7])[CH3:1])[CH2:9][C:10]([O:12][CH2:13][CH3:14])=[O:11])(=[O:6])[CH3:5]. (2) Given the reactants [NH2:1][CH2:2][C@@:3]1([OH:11])[CH:8]2[CH2:9][CH2:10][N:5]([CH2:6][CH2:7]2)[CH2:4]1.CCN(C(C)C)C(C)C.C([O-])([O-])=O.[Cs+].[Cs+].[Cl:27][C:28]1[CH:29]=[CH:30][C:31]2[O:35][C:34]([N:36]=[C:37](SC)SC)=[N:33][C:32]=2[CH:42]=1, predict the reaction product. The product is: [Cl:27][C:28]1[CH:29]=[CH:30][C:31]2[O:35][C:34]([NH:36][C:37]3[O:11][C@:3]4([CH2:2][N:1]=3)[CH:8]3[CH2:7][CH2:6][N:5]([CH2:10][CH2:9]3)[CH2:4]4)=[N:33][C:32]=2[CH:42]=1. (3) Given the reactants Br[C:2]1[CH:7]=[CH:6][C:5]([Cl:8])=[CH:4][N:3]=1.B(O)(O)[C:10]1[CH:11]=[CH:12][C:13]([CH3:16])=[CH:14][CH:15]=1.C([O-])([O-])=O.[Na+].[Na+], predict the reaction product. The product is: [Cl:8][C:5]1[CH:6]=[CH:7][C:2]([C:10]2[CH:15]=[CH:14][C:13]([CH3:16])=[CH:12][CH:11]=2)=[N:3][CH:4]=1. (4) Given the reactants [O:1]1[C:14]2[C:13]3[N:12]=[CH:11][CH:10]=[CH:9][C:8]=3[CH:7]=[CH:6][C:5]=2[O:4][CH2:3][CH2:2]1.[CH2:15]([I:18])[CH:16]=[CH2:17], predict the reaction product. The product is: [I-:18].[CH2:17]([N+:12]1[C:13]2[C:14]3[O:1][CH2:2][CH2:3][O:4][C:5]=3[CH:6]=[CH:7][C:8]=2[CH:9]=[CH:10][CH:11]=1)[CH:16]=[CH2:15]. (5) The product is: [OH:1][C:2]1[CH:3]=[C:4]2[C:9](=[CH:10][C:11]=1[CH3:12])[O:8][C:7]1([CH2:21][C:20]([CH3:22])([CH3:23])[C:19]3[C:14](=[CH:15][C:16]([CH3:25])=[C:17]([O:24][CH2:35][CH2:34][OH:36])[CH:18]=3)[O:13]1)[CH2:6][C:5]2([CH3:27])[CH3:26]. Given the reactants [OH:1][C:2]1[CH:3]=[C:4]2[C:9](=[CH:10][C:11]=1[CH3:12])[O:8][C:7]1([CH2:21][C:20]([CH3:23])([CH3:22])[C:19]3[C:14](=[CH:15][C:16]([CH3:25])=[C:17]([OH:24])[CH:18]=3)[O:13]1)[CH2:6][C:5]2([CH3:27])[CH3:26].C([O-])([O-])=O.[K+].[K+].[CH2:34]([O:36]C(=O)CBr)[CH3:35].[H-].[Al+3].[Li+].[H-].[H-].[H-], predict the reaction product. (6) Given the reactants [CH:1]1([C:7]([N:9]([CH3:37])[CH2:10][CH2:11][O:12][C:13]2[CH:18]=[CH:17][C:16]([CH2:19][C@H:20]([NH:25][C:26]3[S:27][CH:28]=[C:29]([C:31]4[CH:36]=[CH:35][CH:34]=[CH:33][CH:32]=4)[N:30]=3)[C:21]([O:23]C)=[O:22])=[CH:15][CH:14]=2)=[O:8])[CH2:6][CH2:5][CH2:4][CH2:3][CH2:2]1.[Li+].[OH-].Cl.O, predict the reaction product. The product is: [CH:1]1([C:7]([N:9]([CH3:37])[CH2:10][CH2:11][O:12][C:13]2[CH:18]=[CH:17][C:16]([CH2:19][C@H:20]([NH:25][C:26]3[S:27][CH:28]=[C:29]([C:31]4[CH:36]=[CH:35][CH:34]=[CH:33][CH:32]=4)[N:30]=3)[C:21]([OH:23])=[O:22])=[CH:15][CH:14]=2)=[O:8])[CH2:6][CH2:5][CH2:4][CH2:3][CH2:2]1. (7) Given the reactants [OH:1][B:2]1[C:6]2[CH:7]=[C:8](/[C:11](=[N:13]/O)/[CH3:12])[CH:9]=[CH:10][C:5]=2[C:4]([CH3:16])([CH3:15])[O:3]1, predict the reaction product. The product is: [NH2:13][CH:11]([C:8]1[CH:9]=[CH:10][C:5]2[C:4]([CH3:15])([CH3:16])[O:3][B:2]([OH:1])[C:6]=2[CH:7]=1)[CH3:12].